Dataset: Reaction yield outcomes from USPTO patents with 853,638 reactions. Task: Predict the reaction yield, written as a fraction of the theoretical maximum amount of product (1.0 means a 100% yield; for example, 0.34 means a 34% yield). (1) The reactants are [OH:1][C@@:2]1([C:9]#[C:10][C:11]2[CH:12]=[C:13]([N:17]3[C:21]4=[N:22][C:23]([N:26]5[CH2:31][CH2:30][O:29][CH2:28][CH2:27]5)=[CH:24][CH:25]=[C:20]4[C:19]([C:32]([O:34]C)=O)=[N:18]3)[CH:14]=[CH:15][CH:16]=2)[CH2:6][CH2:5][N:4]([CH3:7])[C:3]1=[O:8].[NH3:36]. No catalyst specified. The product is [OH:1][C@@:2]1([C:9]#[C:10][C:11]2[CH:12]=[C:13]([N:17]3[C:21]4=[N:22][C:23]([N:26]5[CH2:31][CH2:30][O:29][CH2:28][CH2:27]5)=[CH:24][CH:25]=[C:20]4[C:19]([C:32]([NH2:36])=[O:34])=[N:18]3)[CH:14]=[CH:15][CH:16]=2)[CH2:6][CH2:5][N:4]([CH3:7])[C:3]1=[O:8]. The yield is 0.410. (2) The reactants are Br[C:2]1[C:3]([C:29]#[N:30])=[C:4]([CH:26]=[CH:27][CH:28]=1)[O:5][C:6]1[CH:24]=[CH:23][C:9]([C:10]([NH:12][CH2:13][C:14]2[C:15]([OH:22])=[N:16][C:17]([CH3:21])=[CH:18][C:19]=2[CH3:20])=[O:11])=[CH:8][C:7]=1[Cl:25].[N:31]1[CH:36]=[CH:35][C:34](B(O)O)=[CH:33][CH:32]=1.C(=O)([O-])[O-].[Na+].[Na+]. The catalyst is O1CCOCC1.O.C1C=CC([P]([Pd]([P](C2C=CC=CC=2)(C2C=CC=CC=2)C2C=CC=CC=2)([P](C2C=CC=CC=2)(C2C=CC=CC=2)C2C=CC=CC=2)[P](C2C=CC=CC=2)(C2C=CC=CC=2)C2C=CC=CC=2)(C2C=CC=CC=2)C2C=CC=CC=2)=CC=1. The product is [Cl:25][C:7]1[CH:8]=[C:9]([CH:23]=[CH:24][C:6]=1[O:5][C:4]1[CH:26]=[CH:27][CH:28]=[C:2]([C:34]2[CH:35]=[CH:36][N:31]=[CH:32][CH:33]=2)[C:3]=1[C:29]#[N:30])[C:10]([NH:12][CH2:13][C:14]1[C:15]([OH:22])=[N:16][C:17]([CH3:21])=[CH:18][C:19]=1[CH3:20])=[O:11]. The yield is 0.700.